From a dataset of NCI-60 drug combinations with 297,098 pairs across 59 cell lines. Regression. Given two drug SMILES strings and cell line genomic features, predict the synergy score measuring deviation from expected non-interaction effect. (1) Drug 1: CNC(=O)C1=CC=CC=C1SC2=CC3=C(C=C2)C(=NN3)C=CC4=CC=CC=N4. Drug 2: C1=CC=C(C(=C1)C(C2=CC=C(C=C2)Cl)C(Cl)Cl)Cl. Cell line: SF-295. Synergy scores: CSS=6.56, Synergy_ZIP=-0.245, Synergy_Bliss=1.97, Synergy_Loewe=-3.61, Synergy_HSA=1.04. (2) Drug 1: CC1=CC=C(C=C1)C2=CC(=NN2C3=CC=C(C=C3)S(=O)(=O)N)C(F)(F)F. Drug 2: CNC(=O)C1=NC=CC(=C1)OC2=CC=C(C=C2)NC(=O)NC3=CC(=C(C=C3)Cl)C(F)(F)F. Cell line: SK-MEL-5. Synergy scores: CSS=4.58, Synergy_ZIP=0.796, Synergy_Bliss=4.25, Synergy_Loewe=-0.343, Synergy_HSA=0.929. (3) Cell line: U251. Drug 2: CC1=C(C(=O)C2=C(C1=O)N3CC4C(C3(C2COC(=O)N)OC)N4)N. Drug 1: CCC1(CC2CC(C3=C(CCN(C2)C1)C4=CC=CC=C4N3)(C5=C(C=C6C(=C5)C78CCN9C7C(C=CC9)(C(C(C8N6C=O)(C(=O)OC)O)OC(=O)C)CC)OC)C(=O)OC)O.OS(=O)(=O)O. Synergy scores: CSS=38.9, Synergy_ZIP=3.17, Synergy_Bliss=2.39, Synergy_Loewe=-9.00, Synergy_HSA=2.79. (4) Drug 1: CN1C2=C(C=C(C=C2)N(CCCl)CCCl)N=C1CCCC(=O)O.Cl. Drug 2: CC1C(C(CC(O1)OC2CC(CC3=C2C(=C4C(=C3O)C(=O)C5=C(C4=O)C(=CC=C5)OC)O)(C(=O)CO)O)N)O.Cl. Cell line: HCT-15. Synergy scores: CSS=15.9, Synergy_ZIP=0.915, Synergy_Bliss=4.83, Synergy_Loewe=-9.33, Synergy_HSA=1.77.